From a dataset of Reaction yield outcomes from USPTO patents with 853,638 reactions. Predict the reaction yield, written as a fraction of the theoretical maximum amount of product (1.0 means a 100% yield; for example, 0.34 means a 34% yield). (1) The reactants are [N:1]1[CH:5]=[N:4][N:3]([C:6]2[CH:11]=[CH:10][CH:9]=[CH:8][C:7]=2[OH:12])[N:2]=1.[OH-].[Na+].I[CH3:16]. The catalyst is CN(C)C=O.O.C(OCC)(=O)C. The product is [CH3:16][N:1]1[CH:5]=[N:4][N:3]([C:6]2[CH:11]=[CH:10][CH:9]=[CH:8][C:7]=2[OH:12])[NH:2]1. The yield is 0.660. (2) The reactants are [NH2:1][CH:2]1[C:11]2([CH2:16][CH2:15][N:14](C(OC(C)(C)C)=O)[CH2:13][CH2:12]2)[O:10][C:9]2[C:4](=[CH:5][CH:6]=[CH:7][CH:8]=2)[C:3]1=O.[C:25](Cl)(=O)[CH3:26].C(N(CC)CC)C.COC1C=CC(P2(SP(C3C=CC(OC)=CC=3)(=S)S2)=[S:45])=CC=1.Cl.O1CCOCC1. The catalyst is ClCCl.C1(C)C=CC=CC=1. The product is [CH3:26][C:25]1[S:45][C:3]2[C:4]3[CH:5]=[CH:6][CH:7]=[CH:8][C:9]=3[O:10][C:11]3([CH2:12][CH2:13][NH:14][CH2:15][CH2:16]3)[C:2]=2[N:1]=1. The yield is 0.200. (3) The reactants are C([O:8][CH2:9][CH2:10][C@H:11]([O:33][CH2:34][CH2:35][O:36]CC1C=CC=CC=1)[CH2:12][O:13][C:14]([C:27]1[CH:32]=[CH:31][CH:30]=[CH:29][CH:28]=1)([C:21]1[CH:26]=[CH:25][CH:24]=[CH:23][CH:22]=1)[C:15]1[CH:20]=[CH:19][CH:18]=[CH:17][CH:16]=1)C1C=CC=CC=1. The catalyst is C(OCC)(=O)C.[Pd]. The product is [OH:36][CH2:35][CH2:34][O:33][C@H:11]([CH2:12][O:13][C:14]([C:27]1[CH:32]=[CH:31][CH:30]=[CH:29][CH:28]=1)([C:21]1[CH:22]=[CH:23][CH:24]=[CH:25][CH:26]=1)[C:15]1[CH:16]=[CH:17][CH:18]=[CH:19][CH:20]=1)[CH2:10][CH2:9][OH:8]. The yield is 0.780. (4) The reactants are [NH2:1][C@@H:2]1[C:11]2[C:6](=[CH:7][CH:8]=[CH:9][CH:10]=2)[C@H:5]([OH:12])[CH2:4][CH2:3]1.[H-].[Na+].F[C:16]1[CH:17]=[CH:18][C:19]2[N:20]([C:22]([N:25]3[CH2:29][CH2:28][CH2:27][C@H:26]3[CH2:30][O:31][Si:32]([CH:39]([CH3:41])[CH3:40])([CH:36]([CH3:38])[CH3:37])[CH:33]([CH3:35])[CH3:34])=[N:23][N:24]=2)[CH:21]=1.N. The catalyst is CN(C=O)C.CO.C(Cl)Cl. The product is [CH:39]([Si:32]([CH:33]([CH3:35])[CH3:34])([CH:36]([CH3:38])[CH3:37])[O:31][CH2:30][C@@H:26]1[CH2:27][CH2:28][CH2:29][N:25]1[C:22]1[N:20]2[CH:21]=[C:16]([O:12][C@H:5]3[C:6]4[C:11](=[CH:10][CH:9]=[CH:8][CH:7]=4)[C@@H:2]([NH2:1])[CH2:3][CH2:4]3)[CH:17]=[CH:18][C:19]2=[N:24][N:23]=1)([CH3:40])[CH3:41]. The yield is 0.280. (5) The reactants are [Br:1][C:2]1[C:11]([CH2:12]Br)=[C:10]2[C:5]([CH:6]=[CH:7][C:8]([O:14][CH3:15])=[N:9]2)=[CH:4][CH:3]=1.C([O-])(O)=[O:17].[Na+]. The catalyst is CC(C)=O.O. The product is [Br:1][C:2]1[C:11]([CH2:12][OH:17])=[C:10]2[C:5]([CH:6]=[CH:7][C:8]([O:14][CH3:15])=[N:9]2)=[CH:4][CH:3]=1. The yield is 0.560.